From a dataset of Full USPTO retrosynthesis dataset with 1.9M reactions from patents (1976-2016). Predict the reactants needed to synthesize the given product. Given the product [CH3:1][O:2][C:3](=[O:27])[CH2:4][C:5]1[CH:10]=[CH:9][C:8]([C:11]#[C:12][C:13]2[CH:22]=[CH:21][C:20]3[C:19]([O:23][S:45]([C:44]([F:57])([F:56])[F:43])(=[O:47])=[O:46])=[CH:18][CH2:17][C:16]([CH3:24])([CH3:25])[C:15]=3[CH:14]=2)=[CH:7][C:6]=1[F:26], predict the reactants needed to synthesize it. The reactants are: [CH3:1][O:2][C:3](=[O:27])[CH2:4][C:5]1[CH:10]=[CH:9][C:8]([C:11]#[C:12][C:13]2[CH:22]=[CH:21][C:20]3[C:19](=[O:23])[CH2:18][CH2:17][C:16]([CH3:25])([CH3:24])[C:15]=3[CH:14]=2)=[CH:7][C:6]=1[F:26].C(C1C=C(C)C=C(C(C)(C)C)N=1)(C)(C)C.[F:43][C:44]([F:57])([F:56])[S:45](O[S:45]([C:44]([F:57])([F:56])[F:43])(=[O:47])=[O:46])(=[O:47])=[O:46].